This data is from Forward reaction prediction with 1.9M reactions from USPTO patents (1976-2016). The task is: Predict the product of the given reaction. (1) Given the reactants [F:1][C:2]1[CH:3]=[C:4]([N:17]2[CH2:22][CH2:21][O:20][CH2:19][CH2:18]2)[CH:5]=[CH:6][C:7]=1[CH2:8][N:9]1[CH2:16][CH:15]2[CH:11]([CH2:12][NH:13][CH2:14]2)[CH2:10]1.C(N(CC)C(C)C)(C)C.[CH2:32]1[C:37](=[O:38])[N:36]([O:39][C:40](ON2C(=O)CCC2=O)=[O:41])[C:34](=[O:35])[CH2:33]1, predict the reaction product. The product is: [F:1][C:2]1[CH:3]=[C:4]([N:17]2[CH2:22][CH2:21][O:20][CH2:19][CH2:18]2)[CH:5]=[CH:6][C:7]=1[CH2:8][N:9]1[CH2:16][CH:15]2[CH2:14][N:13]([C:40]([O:39][N:36]3[C:37](=[O:38])[CH2:32][CH2:33][C:34]3=[O:35])=[O:41])[CH2:12][CH:11]2[CH2:10]1. (2) The product is: [Cl:1][C:2]1[CH:7]=[C:6]([NH:13][C:14]2[CH:23]=[CH:22][CH:21]=[C:20]([O:24][CH3:25])[C:15]=2[C:16]([NH:18][CH3:19])=[O:17])[C:5]([C:9]([F:12])([F:11])[F:10])=[CH:4][N:3]=1. Given the reactants [Cl:1][C:2]1[CH:7]=[C:6](I)[C:5]([C:9]([F:12])([F:11])[F:10])=[CH:4][N:3]=1.[NH2:13][C:14]1[CH:23]=[CH:22][CH:21]=[C:20]([O:24][CH3:25])[C:15]=1[C:16]([NH:18][CH3:19])=[O:17].CC1(C)C2C=CC=C(P(C3C=CC=CC=3)C3C=CC=CC=3)C=2OC2C1=CC=CC=2P(C1C=CC=CC=1)C1C=CC=CC=1.C(=O)([O-])[O-].[Cs+].[Cs+], predict the reaction product.